This data is from Forward reaction prediction with 1.9M reactions from USPTO patents (1976-2016). The task is: Predict the product of the given reaction. (1) The product is: [C:9]([C:8]1[CH:11]=[CH:12][C:5]([N:4]([CH2:3][C:2]([CH3:21])([CH3:20])[CH3:1])[CH2:17][C:18]([OH:27])=[O:19])=[CH:6][C:7]=1[C:13]([F:14])([F:15])[F:16])#[N:10]. Given the reactants [CH3:1][C:2]([CH3:21])([CH3:20])[CH2:3][N:4]([CH2:17][CH:18]=[O:19])[C:5]1[CH:12]=[CH:11][C:8]([C:9]#[N:10])=[C:7]([C:13]([F:16])([F:15])[F:14])[CH:6]=1.CC(=CC)C.[O-:27]Cl=O.[Na+].[OH-].[Na+], predict the reaction product. (2) Given the reactants ClC1C=CC=C(C(OO)=[O:9])C=1.[F:12][C:13]([C:16]1[C:17]([O:36][CH2:37][C:38]2[CH:43]=[CH:42][CH:41]=[CH:40][CH:39]=2)=[C:18]([C:22]2[CH2:26][CH2:25][CH2:24][C:23]=2[C:27]2[CH:28]=[N:29][CH:30]=[C:31]([CH:35]=2)[C:32]([OH:34])=[O:33])[CH:19]=[CH:20][CH:21]=1)([F:15])[F:14], predict the reaction product. The product is: [F:12][C:13]([C:16]1[C:17]([O:36][CH2:37][C:38]2[CH:43]=[CH:42][CH:41]=[CH:40][CH:39]=2)=[C:18]([C:22]2[CH2:26][CH2:25][CH2:24][C:23]=2[C:27]2[CH:28]=[N+:29]([O-:9])[CH:30]=[C:31]([CH:35]=2)[C:32]([OH:34])=[O:33])[CH:19]=[CH:20][CH:21]=1)([F:15])[F:14]. (3) Given the reactants FC(F)(F)C(O)=O.[CH3:8][O:9][C:10](=[O:24])[NH:11][CH:12]([C:14]1[CH:15]=[C:16]2[C:21](=[CH:22][CH:23]=1)[CH2:20][NH:19][CH2:18][CH2:17]2)[CH3:13].Br[CH2:26][C:27]1[CH:32]=[CH:31][C:30]([O:33][CH2:34][CH:35]2[CH2:37][CH2:36]2)=[CH:29][CH:28]=1, predict the reaction product. The product is: [CH3:8][O:9][C:10](=[O:24])[NH:11][CH:12]([C:14]1[CH:15]=[C:16]2[C:21](=[CH:22][CH:23]=1)[CH2:20][N:19]([CH2:26][C:27]1[CH:32]=[CH:31][C:30]([O:33][CH2:34][CH:35]3[CH2:37][CH2:36]3)=[CH:29][CH:28]=1)[CH2:18][CH2:17]2)[CH3:13]. (4) The product is: [CH3:1][C:2]1[S:3][C:4]2[CH:10]=[C:9]([N:11]3[C:18]([CH3:20])=[CH:19][C:14]([OH:13])=[CH:15][C:16]3=[O:17])[C:8]([CH3:12])=[CH:7][C:5]=2[N:6]=1. Given the reactants [CH3:1][C:2]1[S:3][C:4]2[CH:10]=[C:9]([NH2:11])[C:8]([CH3:12])=[CH:7][C:5]=2[N:6]=1.[OH:13][C:14]1[CH:19]=[C:18]([CH3:20])[O:17][C:16](=O)[CH:15]=1, predict the reaction product. (5) Given the reactants [Cl:1][C:2]1[C:3]([F:16])=[C:4]([F:15])[CH:5]=[C:6]2[C:11]=1[N:10]=[C:9]([CH2:12]Cl)[NH:8][C:7]2=[O:14].[NH:17]1[CH2:21][CH2:20][CH2:19][CH2:18]1, predict the reaction product. The product is: [Cl:1][C:2]1[C:3]([F:16])=[C:4]([F:15])[CH:5]=[C:6]2[C:11]=1[N:10]=[C:9]([CH2:12][N:17]1[CH2:21][CH2:20][CH2:19][CH2:18]1)[NH:8][C:7]2=[O:14]. (6) Given the reactants [Cl:1][C:2]1[CH:3]=[C:4]([CH:7]=[C:8]([O:10][C:11]2[C:16](=[O:17])[N:15]([CH2:18][C:19]3[CH:24]=[C:23]([C:25]([F:28])([F:27])[CH3:26])[C:22](=[O:29])[N:21](CC4C=CC(OC)=CC=4)[N:20]=3)[CH:14]=[N:13][C:12]=2[C:39]([F:42])([F:41])[F:40])[CH:9]=1)[C:5]#[N:6].O=[N+]([O-])[O-].[O-][N+](=O)[O-].[O-][N+](=O)[O-].[O-][N+](=O)[O-].[O-][N+](=O)[O-].[O-][N+](=O)[O-].[Ce+4].[NH4+].[NH4+], predict the reaction product. The product is: [Cl:1][C:2]1[CH:3]=[C:4]([CH:7]=[C:8]([O:10][C:11]2[C:16](=[O:17])[N:15]([CH2:18][C:19]3[CH:24]=[C:23]([C:25]([F:27])([F:28])[CH3:26])[C:22](=[O:29])[NH:21][N:20]=3)[CH:14]=[N:13][C:12]=2[C:39]([F:41])([F:42])[F:40])[CH:9]=1)[C:5]#[N:6]. (7) Given the reactants Br[C:2]1[CH:3]=[C:4]([CH:37]=[CH:38][CH:39]=1)[CH2:5][N:6]1[C:10]2[CH:11]=[CH:12][C:13]([O:15][CH2:16][C:17]3[CH:26]=[CH:25][C:24]4[C:19](=[CH:20][CH:21]=[CH:22][CH:23]=4)[N:18]=3)=[CH:14][C:9]=2[N:8]=[C:7]1[C@@H:27]1[C@H:29]([C:30]([O:32]CC)=[O:31])[C:28]1([CH3:36])[CH3:35].[F:40][C:41]1[CH:42]=[C:43](B(O)O)[CH:44]=[CH:45][C:46]=1[F:47], predict the reaction product. The product is: [F:40][C:41]1[CH:42]=[C:43]([C:2]2[CH:39]=[CH:38][CH:37]=[C:4]([CH2:5][N:6]3[C:10]4[CH:11]=[CH:12][C:13]([O:15][CH2:16][C:17]5[CH:26]=[CH:25][C:24]6[C:19](=[CH:20][CH:21]=[CH:22][CH:23]=6)[N:18]=5)=[CH:14][C:9]=4[N:8]=[C:7]3[C@@H:27]3[C@H:29]([C:30]([OH:32])=[O:31])[C:28]3([CH3:36])[CH3:35])[CH:3]=2)[CH:44]=[CH:45][C:46]=1[F:47]. (8) Given the reactants C(OC([N:8]1[CH2:12][CH2:11][CH2:10][CH:9]1[C:13]([NH:15][C@H:16]([C:35]([O:37][CH3:38])=[O:36])[CH2:17][C:18]1[CH:23]=[CH:22][C:21]([O:24][CH2:25][CH2:26][C:27]2[CH:32]=[CH:31][CH:30]=[C:29]([NH:33][CH3:34])[N:28]=2)=[CH:20][CH:19]=1)=[O:14])=O)(C)(C)C.C(O)(C(F)(F)F)=O, predict the reaction product. The product is: [NH:8]1[CH2:12][CH2:11][CH2:10][CH:9]1[C:13]([NH:15][C@H:16]([C:35]([O:37][CH3:38])=[O:36])[CH2:17][C:18]1[CH:19]=[CH:20][C:21]([O:24][CH2:25][CH2:26][C:27]2[CH:32]=[CH:31][CH:30]=[C:29]([NH:33][CH3:34])[N:28]=2)=[CH:22][CH:23]=1)=[O:14]. (9) Given the reactants Br[C:2]1[N:7]=[C:6]2[N:8]([CH2:11][C:12]3[CH:13]=[C:14]4[C:19](=[CH:20][CH:21]=3)[N:18]=[CH:17][CH:16]=[CH:15]4)[N:9]=[N:10][C:5]2=[N:4][CH:3]=1.[NH:22]1[CH2:26][CH2:25][CH:24]([OH:27])[CH2:23]1.C(N(CC)CC)C, predict the reaction product. The product is: [N:18]1[C:19]2[C:14](=[CH:13][C:12]([CH2:11][N:8]3[C:6]4=[N:7][C:2]([N:22]5[CH2:26][CH2:25][CH:24]([OH:27])[CH2:23]5)=[CH:3][N:4]=[C:5]4[N:10]=[N:9]3)=[CH:21][CH:20]=2)[CH:15]=[CH:16][CH:17]=1. (10) Given the reactants Cl[CH2:2][C:3]([N:5]([CH2:9][C:10]1([OH:23])[CH2:15][CH2:14][N:13]([C:16]([O:18][C:19]([CH3:22])([CH3:21])[CH3:20])=[O:17])[CH2:12][CH2:11]1)[CH:6]1[CH2:8][CH2:7]1)=[O:4].C(=O)([O-])[O-].[K+].[K+].[OH-].[Na+], predict the reaction product. The product is: [CH:6]1([N:5]2[CH2:9][C:10]3([CH2:15][CH2:14][N:13]([C:16]([O:18][C:19]([CH3:22])([CH3:21])[CH3:20])=[O:17])[CH2:12][CH2:11]3)[O:23][CH2:2][C:3]2=[O:4])[CH2:8][CH2:7]1.